This data is from Forward reaction prediction with 1.9M reactions from USPTO patents (1976-2016). The task is: Predict the product of the given reaction. (1) Given the reactants [NH2:1][C:2]1[C:7]([C:8]#[N:9])=[CH:6][N:5]=[CH:4][N:3]=1.CO[CH:12](OC)[N:13]([CH3:15])[CH3:14], predict the reaction product. The product is: [C:8]([C:7]1[C:2]([N:1]=[CH:12][N:13]([CH3:15])[CH3:14])=[N:3][CH:4]=[N:5][CH:6]=1)#[N:9]. (2) Given the reactants [CH:1]1([C@H:4]([NH:11][C:12]([C:14]2[C:23]3[C:18](=[C:19](F)[CH:20]=[CH:21][CH:22]=3)[C:17](=[O:25])[N:16]([NH:26][CH2:27][CH3:28])[C:15]=2[CH3:29])=[O:13])[C:5]2[CH:10]=[CH:9][CH:8]=[CH:7][CH:6]=2)[CH2:3][CH2:2]1.N([O-])=[O:31].[Na+], predict the reaction product. The product is: [CH:1]1([C@H:4]([NH:11][C:12]([C:14]2[C:23]3[C:18](=[C:19]([OH:31])[CH:20]=[CH:21][CH:22]=3)[C:17](=[O:25])[N:16]([NH:26][CH2:27][CH3:28])[C:15]=2[CH3:29])=[O:13])[C:5]2[CH:10]=[CH:9][CH:8]=[CH:7][CH:6]=2)[CH2:3][CH2:2]1.